Predict the reaction yield, written as a fraction of the theoretical maximum amount of product (1.0 means a 100% yield; for example, 0.34 means a 34% yield). From a dataset of Reaction yield outcomes from USPTO patents with 853,638 reactions. (1) The reactants are [CH2:1]=[C:2]([C:4]1[CH:5]=[N:6][C:7]([C:10]([NH:12][C@H:13]2[CH2:17][CH2:16][N:15]([C:18]3[C:19]4[N:20]([CH:24]=[CH:25][CH:26]=4)[CH:21]=[CH:22][N:23]=3)[CH2:14]2)=[O:11])=[N:8][CH:9]=1)[CH3:3]. The catalyst is CO.[Pd]. The product is [CH:2]([C:4]1[CH:9]=[N:8][C:7]([C:10]([NH:12][C@H:13]2[CH2:17][CH2:16][N:15]([C:18]3[C:19]4[N:20]([CH:24]=[CH:25][CH:26]=4)[CH:21]=[CH:22][N:23]=3)[CH2:14]2)=[O:11])=[N:6][CH:5]=1)([CH3:3])[CH3:1]. The yield is 0.530. (2) The product is [ClH:36].[F:1][C:2]([F:34])([F:35])[C:3]1[CH:4]=[CH:5][C:6]([O:7][CH:8]([C:26]2[CH:27]=[CH:28][CH:29]=[CH:30][CH:31]=2)[CH2:9][CH2:10][N:11]([CH3:25])[C:12](=[O:13])[CH2:14][CH2:15][CH2:16][NH2:17])=[CH:32][CH:33]=1. The yield is 1.00. The reactants are [F:1][C:2]([F:35])([F:34])[C:3]1[CH:33]=[CH:32][C:6]([O:7][CH:8]([C:26]2[CH:31]=[CH:30][CH:29]=[CH:28][CH:27]=2)[CH2:9][CH2:10][N:11]([CH3:25])[C:12]([CH2:14][CH2:15][CH2:16][NH:17]C(=O)OC(C)(C)C)=[O:13])=[CH:5][CH:4]=1.[ClH:36]. The catalyst is CCOC(C)=O. (3) The reactants are I[C:2]1[C:10]2[C:5](=[CH:6][CH:7]=[C:8]([NH:11][C:12](=[O:24])[CH:13]([N:19]3[CH2:23][CH2:22][CH2:21][CH2:20]3)[C:14]3[CH:18]=[CH:17][S:16][CH:15]=3)[CH:9]=2)[NH:4][N:3]=1.CC1(C)C(C)(C)OB([C:33]2[CH:38]=[CH:37][C:36]([N:39]3[CH2:42][CH:41]([OH:43])[CH2:40]3)=[CH:35][CH:34]=2)O1.C([O-])([O-])=O.[Na+].[Na+].C1(C)C=CC=CC=1. The catalyst is C1C=CC([P]([Pd]([P](C2C=CC=CC=2)(C2C=CC=CC=2)C2C=CC=CC=2)([P](C2C=CC=CC=2)(C2C=CC=CC=2)C2C=CC=CC=2)[P](C2C=CC=CC=2)(C2C=CC=CC=2)C2C=CC=CC=2)(C2C=CC=CC=2)C2C=CC=CC=2)=CC=1.O.CCO. The product is [OH:43][CH:41]1[CH2:42][N:39]([C:36]2[CH:37]=[CH:38][C:33]([C:2]3[C:10]4[C:5](=[CH:6][CH:7]=[C:8]([NH:11][C:12](=[O:24])[CH:13]([N:19]5[CH2:23][CH2:22][CH2:21][CH2:20]5)[C:14]5[CH:18]=[CH:17][S:16][CH:15]=5)[CH:9]=4)[NH:4][N:3]=3)=[CH:34][CH:35]=2)[CH2:40]1. The yield is 0.160. (4) The yield is 0.610. The catalyst is C1(C)C=CC=CC=1. The product is [CH3:7][O:8][C:9]1[CH:10]=[C:11](/[CH:12]=[CH:24]/[C:25]([NH:27][C:28]2[CH:36]=[CH:35][CH:34]=[CH:33][C:29]=2[C:30]([OH:32])=[O:31])=[O:26])[CH:14]=[CH:15][C:16]=1[O:17][CH2:18][C:19]#[CH:20]. The reactants are N1CCCCC1.[CH3:7][O:8][C:9]1[CH:10]=[C:11]([CH:14]=[CH:15][C:16]=1[O:17][CH2:18][C:19]#[CH:20])[CH:12]=O.C([CH2:24][C:25]([NH:27][C:28]1[CH:36]=[CH:35][CH:34]=[CH:33][C:29]=1[C:30]([OH:32])=[O:31])=[O:26])(O)=O. (5) The reactants are [Br:1][C:2]1[CH:3]=[CH:4][C:5]([Cl:27])=[C:6]([CH:26]=1)[C:7]([NH:9][C:10]1[N:14]([C:15]2[CH:20]=[CH:19][CH:18]=[CH:17][CH:16]=2)[N:13]=[C:12]([C:21]([O:23]CC)=[O:22])[CH:11]=1)=[O:8].[Li+].[OH-].Cl. The catalyst is CCO. The product is [Br:1][C:2]1[CH:3]=[CH:4][C:5]([Cl:27])=[C:6]([CH:26]=1)[C:7]([NH:9][C:10]1[N:14]([C:15]2[CH:20]=[CH:19][CH:18]=[CH:17][CH:16]=2)[N:13]=[C:12]([C:21]([OH:23])=[O:22])[CH:11]=1)=[O:8]. The yield is 0.970. (6) The reactants are [Cl:1][C:2]1[CH:7]=[CH:6][C:5]([OH:8])=[CH:4][CH:3]=1.Br[CH2:10][CH2:11][OH:12].[OH-].[Na+]. The catalyst is O. The product is [Cl:1][C:2]1[CH:7]=[CH:6][C:5]([O:8][CH2:10][CH2:11][OH:12])=[CH:4][CH:3]=1. The yield is 0.750. (7) The reactants are [Br:1][C:2]1[N:7]=[C:6]([CH2:8][OH:9])[CH:5]=[CH:4][C:3]=1[O:10][CH3:11]. The catalyst is ClCCl.O=[Mn]=O. The product is [Br:1][C:2]1[N:7]=[C:6]([CH:8]=[O:9])[CH:5]=[CH:4][C:3]=1[O:10][CH3:11]. The yield is 0.440. (8) The reactants are [C:1]1([S:7]([N:10]2[C:14]3=[N:15][CH:16]=[C:17]([N+:20]([O-:22])=[O:21])[C:18](Cl)=[C:13]3[CH:12]=[CH:11]2)(=[O:9])=[O:8])[CH:6]=[CH:5][CH:4]=[CH:3][CH:2]=1.[NH2:23][CH:24]1[CH2:29][CH2:28][CH2:27][CH:26]([C:30]#[N:31])[CH2:25]1.C(N(C(C)C)CC)(C)C. The catalyst is CC(O)C. The product is [C:1]1([S:7]([N:10]2[C:14]3=[N:15][CH:16]=[C:17]([N+:20]([O-:22])=[O:21])[C:18]([NH:23][C@@H:24]4[CH2:29][CH2:28][CH2:27][C@H:26]([C:30]#[N:31])[CH2:25]4)=[C:13]3[CH:12]=[CH:11]2)(=[O:9])=[O:8])[CH:6]=[CH:5][CH:4]=[CH:3][CH:2]=1. The yield is 0.230.